Binary Classification. Given a miRNA mature sequence and a target amino acid sequence, predict their likelihood of interaction. From a dataset of Experimentally validated miRNA-target interactions with 360,000+ pairs, plus equal number of negative samples. The miRNA is hsa-miR-1180-5p with sequence GGACCCACCCGGCCGGGAAUA. The protein sequence of the target gene is MSQLVECVPNFSEGKNQEVIDAISGAITQTPGCVLLDVDAGPSTNRTVYTFVGPPECVVEGALNAARVASRLIDMSRHQGEHPRMGALDVCPFIPVRGVSVDECVLCAQAFGQRLAEELDVPVYLYGEAARMDSRRTLPAIRAGEYEALPKKLQQADWAPDFGPSSFVPSWGATATGARKFLIAFNINLLGTKEQAHRIALNLREQGRGKDQPGRLKKVQGIGWYLDEKNLAQVSTNLLDFEVTALHTVYEETCREAQELSLPVVGSQLVGLVPLKALLDAAAFYCEKENLFILEEEQRI.... Result: 0 (no interaction).